From a dataset of Forward reaction prediction with 1.9M reactions from USPTO patents (1976-2016). Predict the product of the given reaction. (1) Given the reactants F[C:2]1[CH:30]=[CH:29][C:28]([C:31]([F:34])([F:33])[F:32])=[CH:27][C:3]=1[C:4]([NH:6][CH2:7][C:8](=[O:26])[NH:9][CH:10]1[CH2:13][N:12]([CH:14]2[CH2:19][CH2:18][CH:17]([C:20]3[CH:25]=[CH:24][CH:23]=[CH:22][CH:21]=3)[CH2:16][CH2:15]2)[CH2:11]1)=[O:5].[CH3:35][O-:36].[Na+], predict the reaction product. The product is: [CH3:35][O:36][C:2]1[CH:30]=[CH:29][C:28]([C:31]([F:33])([F:34])[F:32])=[CH:27][C:3]=1[C:4]([NH:6][CH2:7][C:8](=[O:26])[NH:9][CH:10]1[CH2:11][N:12]([CH:14]2[CH2:15][CH2:16][CH:17]([C:20]3[CH:25]=[CH:24][CH:23]=[CH:22][CH:21]=3)[CH2:18][CH2:19]2)[CH2:13]1)=[O:5]. (2) Given the reactants [CH2:1]([C@@H:3]1[C@@:8]([CH3:10])([OH:9])[C@H:7]([OH:11])[CH2:6][C@H:5]([C:12]2[CH:17]=[CH:16][N:15]=[CH:14][C:13]=2[N+:18]([O-:20])=[O:19])[O:4]1)[CH3:2].[C:21](OC(=O)C)(=[O:23])[CH3:22], predict the reaction product. The product is: [C:21]([O:11][C@@H:7]1[CH2:6][C@H:5]([C:12]2[CH:17]=[CH:16][N:15]=[CH:14][C:13]=2[N+:18]([O-:20])=[O:19])[O:4][C@H:3]([CH2:1][CH3:2])[C@:8]1([OH:9])[CH3:10])(=[O:23])[CH3:22]. (3) Given the reactants CS(O[CH2:6][CH2:7][CH2:8][C:9]1[C:17]2[C:12](=[CH:13][CH:14]=[C:15]([CH2:18][S:19]([N:22]([CH3:24])[CH3:23])(=[O:21])=[O:20])[CH:16]=2)[NH:11][CH:10]=1)(=O)=O.[I-].[Na+].C(N(CC)C(C)C)(C)C.[CH3:36][O:37][C:38]1[C:39]([N:44]2[CH2:49][CH2:48][NH:47][CH2:46][CH2:45]2)=[N:40][CH:41]=[N:42][CH:43]=1, predict the reaction product. The product is: [CH3:23][N:22]([CH3:24])[S:19]([CH2:18][C:15]1[CH:16]=[C:17]2[C:12](=[CH:13][CH:14]=1)[NH:11][CH:10]=[C:9]2[CH2:8][CH2:7][CH2:6][N:47]1[CH2:48][CH2:49][N:44]([C:39]2[C:38]([O:37][CH3:36])=[CH:43][N:42]=[CH:41][N:40]=2)[CH2:45][CH2:46]1)(=[O:21])=[O:20]. (4) Given the reactants [F:1][C:2]1[CH:7]=[C:6]([C:8]([F:11])([F:10])[F:9])[CH:5]=[C:4]([C@@:12]([C:22]2[CH:27]=[CH:26][C:25]([F:28])=[CH:24][CH:23]=2)([N+:20]#[C-:21])[CH2:13][C:14]2[CH:19]=[CH:18][CH:17]=[CH:16][CH:15]=2)[CH:3]=1.[F:29][C:30]([F:35])([F:34])[CH2:31][CH:32]=[O:33].N1C=CC=CC=1.FC(F)(F)C(O)=[O:45], predict the reaction product. The product is: [F:29][C:30]([F:35])([F:34])[CH2:31][C@H:32]([OH:33])[C:21]([NH:20][C@@:12]([C:4]1[CH:5]=[C:6]([C:8]([F:10])([F:11])[F:9])[CH:7]=[C:2]([F:1])[CH:3]=1)([C:22]1[CH:27]=[CH:26][C:25]([F:28])=[CH:24][CH:23]=1)[CH2:13][C:14]1[CH:15]=[CH:16][CH:17]=[CH:18][CH:19]=1)=[O:45].[F:29][C:30]([F:35])([F:34])[CH2:31][C@@H:32]([OH:33])[C:21]([NH:20][C@@:12]([C:4]1[CH:5]=[C:6]([C:8]([F:10])([F:11])[F:9])[CH:7]=[C:2]([F:1])[CH:3]=1)([C:22]1[CH:27]=[CH:26][C:25]([F:28])=[CH:24][CH:23]=1)[CH2:13][C:14]1[CH:15]=[CH:16][CH:17]=[CH:18][CH:19]=1)=[O:45]. (5) Given the reactants [OH:1][C:2]1[CH:7]=[C:6]([Cl:8])[CH:5]=[CH:4][C:3]=1[C:9]1[O:10][C:11]([CH:26]([CH3:28])[CH3:27])=[C:12]([CH2:14][CH2:15][C:16]([C:18]2[CH:23]=[CH:22][C:21]([OH:24])=[C:20]([CH3:25])[CH:19]=2)=[O:17])[N:13]=1.C(=O)([O-])[O-].[K+].[K+].Br[CH2:36][C:37]([O:39][CH2:40][CH3:41])=[O:38], predict the reaction product. The product is: [C:37]([O:39][CH2:40][CH2:41][O:24][C:21]1[CH:22]=[CH:23][C:18]([C:16](=[O:17])[CH2:15][CH2:14][C:12]2[N:13]=[C:9]([C:3]3[CH:4]=[CH:5][C:6]([Cl:8])=[CH:7][C:2]=3[OH:1])[O:10][C:11]=2[CH:26]([CH3:28])[CH3:27])=[CH:19][C:20]=1[CH3:25])(=[O:38])[CH3:36]. (6) Given the reactants Br[C:2]1[CH:23]=[CH:22][C:5]2[N:6]([CH3:21])[C:7](/[CH:9]=[CH:10]/[C:11]3[CH:16]=[CH:15][C:14]([C:17]([F:20])([F:19])[F:18])=[CH:13][CH:12]=3)=[N:8][C:4]=2[CH:3]=1.BrC1C=CC2N=C(/C=C/C3C=CC(C(F)(F)F)=CC=3)N(C)C=2C=1.[CH3:47][S:48]([NH:51][C:52]1[CH:57]=[CH:56][CH:55]=[CH:54][C:53]=1B(O)O)(=[O:50])=[O:49], predict the reaction product. The product is: [CH3:21][N:6]1[C:5]2[CH:22]=[C:23]([C:53]3[CH:54]=[CH:55][CH:56]=[CH:57][C:52]=3[NH:51][S:48]([CH3:47])(=[O:50])=[O:49])[CH:2]=[CH:3][C:4]=2[N:8]=[C:7]1/[CH:9]=[CH:10]/[C:11]1[CH:16]=[CH:15][C:14]([C:17]([F:20])([F:18])[F:19])=[CH:13][CH:12]=1. (7) The product is: [N:60]([C:63]1[CH:64]=[CH:65][C:66]([CH2:67][O:68][C:69]([NH:71][C@@H:72]([CH2:95][S:96][S:97][C:98]([CH3:101])([CH3:100])[CH3:99])[C:73]([NH:75][CH2:76][CH2:77][CH2:78][CH2:79][C@@H:80]([NH:87][C:88]([O:90][C:91]([CH3:92])([CH3:93])[CH3:94])=[O:89])[C:81]([O:40][C@H:39]2[C@@H:38]([OH:41])[C@H:37]([N:42]3[CH:50]=[N:49][C:48]4[C:43]3=[N:44][CH:45]=[N:46][C:47]=4[NH2:51])[O:36][C@H:35]2[CH2:34][O:33][P:30]([O:29][C@H:28]2[CH2:27][C@H:26]([N:52]3[CH:57]=[CH:56][C:55]([NH2:58])=[N:54][C:53]3=[O:59])[O:25][C@@H:24]2[CH2:23][O:22][P:18]([OH:21])([OH:20])=[O:19])([OH:32])=[O:31])=[O:82])=[O:74])=[O:70])=[CH:102][CH:103]=1)=[N+:61]=[N-:62]. Given the reactants C([N+](CCCC)(CCCC)CCCC)CCC.[P:18]([O:22][CH2:23][C@@H:24]1[C@@H:28]([O:29][P:30]([O:33][CH2:34][C@@H:35]2[C@@H:39]([OH:40])[C@@H:38]([OH:41])[C@H:37]([N:42]3[CH:50]=[N:49][C:48]4[C:43]3=[N:44][CH:45]=[N:46][C:47]=4[NH2:51])[O:36]2)([OH:32])=[O:31])[CH2:27][C@H:26]([N:52]2[CH:57]=[CH:56][C:55]([NH2:58])=[N:54][C:53]2=[O:59])[O:25]1)([OH:21])([OH:20])=[O:19].[N:60]([C:63]1[CH:103]=[CH:102][C:66]([CH2:67][O:68][C:69]([NH:71][C@@H:72]([CH2:95][S:96][S:97][C:98]([CH3:101])([CH3:100])[CH3:99])[C:73]([NH:75][CH2:76][CH2:77][CH2:78][CH2:79][C@H:80]([NH:87][C:88]([O:90][C:91]([CH3:94])([CH3:93])[CH3:92])=[O:89])[C:81](OCC#N)=[O:82])=[O:74])=[O:70])=[CH:65][CH:64]=1)=[N+:61]=[N-:62], predict the reaction product.